Dataset: Drug-target binding data from BindingDB using IC50 measurements. Task: Regression. Given a target protein amino acid sequence and a drug SMILES string, predict the binding affinity score between them. We predict pIC50 (pIC50 = -log10(IC50 in M); higher means more potent). Dataset: bindingdb_ic50. (1) The target protein sequence is MATGDERFYAEHLMPTLQGLLDPESAHRLAVRFTSLGLLPRARFQDSDMLEVRVLGHKFRNPVGIAAGFDKHGEAVDGLYKMGFGFVEIGSVTPKPQEGNPRPRVFRLPEDQAVINRYGFNSHGLSVVEHRLRARQQKQAKLTEDGLPLGVNLGKNKTSVDAAEDYAEGVRVLGPLADYLVVNVSSPNTAGLRSLQGKAELRRLLTKVLQERDGLRRVHRPAVLVKIAPDLTSQDKEDIASVVKELGIDGLIVTNTTVSRPAGLQGALRSETGGLSGKPLRDLSTQTIREMYALTQGRVPIIGVGGVSSGQDALEKIRAGASLVQLYTALTFWGPPVVGKVKRELEALLKEQGFGGVTDAIGADHRR. The pIC50 is 4.0. The small molecule is Cc1cc(Nc2ccc(Cl)cc2)n2ncnc2n1. (2) The compound is CC(=O)N[C@@H](CC(C)C)C(=O)N[C@H](C(=O)N[C@H](C=O)CCCCN)C(C)C. The target protein (P06868) has sequence MLPASPKMEHKAVVFLLLLFLKSGLGDLLDDYVNTQGASLLSLSRKNLAGRSVEDCAAKCEEETDFVCRAFQYHSKEQQCVVMAENSKNTPVFRMRDVILYEKRIYLLECKTGNGQTYRGTTAETKSGVTCQKWSATSPHVPKFSPEKFPLAGLEENYCRNPDNDENGPWCYTTDPDKRYDYCDIPECEDKCMHCSGENYEGKIAKTMSGRDCQAWDSQSPHAHGYIPSKFPNKNLKMNYCRNPDGEPRPWCFTTDPQKRWEFCDIPRCTTPPPSSGPKYQCLKGTGKNYGGTVAVTESGHTCQRWSEQTPHKHNRTPENFPCKNLEENYCRNPNGEKAPWCYTTNSEVRWEYCTIPSCESSPLSTERMDVPVPPEQTPVPQDCYHGNGQSYRGTSSTTITGRKCQSWSSMTPHRHLKTPENYPNAGLTMNYCRNPDADKSPWCYTTDPRVRWEFCNLKKCSETPEQVPAAPQAPGVENPPEADCMIGTGKSYRGKKATT.... The pIC50 is 4.9. (3) The small molecule is C[C@H](O)c1nccc(N2[C@@H](C)CN(c3ccnc(N4CCN(C)CC4)n3)C[C@H]2C)n1. The target protein (P27867) has sequence MAAPAKGENLSLVVHGPGDIRLENYPIPELGPNDVLLKMHSVGICGSDVHYWEHGRIGDFVVKKPMVLGHEAAGTVTKVGPMVKHLKPGDRVAIEPGVPREIDEFCKIGRYNLTPSIFFCATPPDDGNLCRFYKHSADFCYKLPDSVTFEEGALIEPLSVGIYACRRGSVSLGNKVLVCGAGPIGIVTLLVAKAMGASQVVVIDLSASRLAKAKEVGADFTIQVAKETPHDIAKKVESVLGSKPEVTIECTGAESSVQTGIYATHSGGTLVVVGMGPEMINLPLVHAAVREVDIKGVFRYCNTWPMAVSMLASKTLNVKPLVTHRFPLEKAVEAFETAKKGLGLKVMIKCDPNDQNP. The pIC50 is 7.5. (4) The compound is Cc1ccnc(NC(c2ccccc2F)c2ccc3cccnc3c2O)c1. The target protein (P04303) has sequence MNSVTVSHAPYTITYHDDWEPVMSQLVEFYNEVASWLLRDETSPIPDKFFIQLKQPLRNKRVCVCGIDPYPKDGTGVPFESPNFTKKSIKEIASSISRLTGVIDYKGYNLNIIDGVIPWNYYLSCKLGETKSHAIYWDKISKLLLQHITKHVSVLYCLGKTDYSNIRAKLESPVTTIVGYHPAARDRQFEKDRSFEIINVLLELDNKAPINWAQGFIY. The pIC50 is 3.8.